Dataset: Catalyst prediction with 721,799 reactions and 888 catalyst types from USPTO. Task: Predict which catalyst facilitates the given reaction. (1) Reactant: [Cl:1][C:2]1[CH:7]=[CH:6][C:5](B(O)O)=[CH:4][C:3]=1[C:11]([NH:13][CH2:14][C:15]12[CH2:24][CH:19]3[CH2:20][CH:21]([CH2:23][CH:17]([CH2:18]3)[CH2:16]1)[CH2:22]2)=[O:12].Cl[C:26]1[C:27]([C:32]#[N:33])=[N:28][CH:29]=[CH:30][N:31]=1.C(=O)([O-])[O-].[K+].[K+]. Product: [Cl:1][C:2]1[CH:7]=[CH:6][C:5]([C:26]2[C:27]([C:32]#[N:33])=[N:28][CH:29]=[CH:30][N:31]=2)=[CH:4][C:3]=1[C:11]([NH:13][CH2:14][C:15]12[CH2:24][CH:19]3[CH2:20][CH:21]([CH2:23][CH:17]([CH2:18]3)[CH2:16]1)[CH2:22]2)=[O:12]. The catalyst class is: 235. (2) Reactant: [CH:1]([O:4][C:5]1[CH:6]=[C:7]([CH:11]=[CH:12][CH:13]=1)[C:8]([OH:10])=O)([CH3:3])[CH3:2].CN(C=O)C.C(Cl)(=O)C(Cl)=O.[NH2:25][C:26]1[CH:31]=[CH:30][C:29]([Br:32])=[CH:28][C:27]=1[C:33]1[NH:37][C:36](=[O:38])[O:35][N:34]=1. Product: [Br:32][C:29]1[CH:30]=[CH:31][C:26]([NH:25][C:8](=[O:10])[C:7]2[CH:11]=[CH:12][CH:13]=[C:5]([O:4][CH:1]([CH3:2])[CH3:3])[CH:6]=2)=[C:27]([C:33]2[NH:37][C:36](=[O:38])[O:35][N:34]=2)[CH:28]=1. The catalyst class is: 202. (3) Reactant: [CH3:1][N:2]1[C:10]2[C:5](=[CH:6][CH:7]=[CH:8][CH:9]=2)[C:4]([C:11]2[CH:16]=[CH:15][C:14]([CH3:17])=[CH:13][CH:12]=2)=[CH:3]1.CN(CCN(C)C)C.[Li]CCCC.CN(C)[C:33](=O)[O:34]CC.[NH4+].[Cl-]. Product: [CH3:1][N:2]1[C:10]2[C:5](=[CH:6][CH:7]=[CH:8][CH:9]=2)[C:4]2[C:11]3[C:12]([C:33](=[O:34])[C:3]1=2)=[CH:13][C:14]([CH3:17])=[CH:15][CH:16]=3. The catalyst class is: 788. (4) Reactant: S(Cl)([Cl:3])=O.[S:5]1[CH:9]=[CH:8][CH:7]=[C:6]1[CH2:10][CH2:11][CH2:12]O. Product: [Cl:3][CH2:12][CH2:11][CH2:10][C:6]1[S:5][CH:9]=[CH:8][CH:7]=1. The catalyst class is: 1. (5) Reactant: [CH3:1][O:2][C:3]1[CH:8]=[CH:7][C:6]([C:9]2[CH:14]=[CH:13][C:12]([NH:15][C:16](=[O:31])/[CH:17]=[CH:18]/[C:19]3[CH:24]=[CH:23][C:22]([CH2:25][N:26]4[CH2:30][CH2:29][CH2:28][CH2:27]4)=[CH:21][CH:20]=3)=[CH:11][CH:10]=2)=[CH:5][CH:4]=1. Product: [CH3:1][O:2][C:3]1[CH:8]=[CH:7][C:6]([C:9]2[CH:10]=[CH:11][C:12]([NH:15][C:16](=[O:31])[CH2:17][CH2:18][C:19]3[CH:24]=[CH:23][C:22]([CH2:25][N:26]4[CH2:30][CH2:29][CH2:28][CH2:27]4)=[CH:21][CH:20]=3)=[CH:13][CH:14]=2)=[CH:5][CH:4]=1. The catalyst class is: 227. (6) Reactant: [N+:1]([C:4]1[CH:17]=[CH:16][C:15]([O:18][C:19]([F:22])([F:21])[F:20])=[CH:14][C:5]=1[C:6]([NH:8][CH2:9][C:10]([O:12]C)=[O:11])=[O:7])([O-:3])=[O:2].[OH-].[Na+]. Product: [N+:1]([C:4]1[CH:17]=[CH:16][C:15]([O:18][C:19]([F:20])([F:21])[F:22])=[CH:14][C:5]=1[C:6]([NH:8][CH2:9][C:10]([OH:12])=[O:11])=[O:7])([O-:3])=[O:2]. The catalyst class is: 7. (7) Reactant: Br[CH2:2][CH2:3][CH2:4][CH2:5][O:6][CH2:7][C@H:8]1[CH2:13][CH2:12][C@H:11]([CH2:14][N:15]([CH3:29])[S:16]([C:19]2[CH:24]=[CH:23][C:22]([C:25]([F:28])([F:27])[F:26])=[CH:21][CH:20]=2)(=[O:18])=[O:17])[CH2:10][CH2:9]1.[OH:30][CH2:31][CH2:32][NH:33][CH3:34]. Product: [OH:30][CH2:31][CH2:32][N:33]([CH3:34])[CH2:2][CH2:3][CH2:4][CH2:5][O:6][CH2:7][C@H:8]1[CH2:13][CH2:12][C@H:11]([CH2:14][N:15]([CH3:29])[S:16]([C:19]2[CH:24]=[CH:23][C:22]([C:25]([F:28])([F:27])[F:26])=[CH:21][CH:20]=2)(=[O:18])=[O:17])[CH2:10][CH2:9]1. The catalyst class is: 80. (8) Reactant: [CH:1]([O:4][C:5]1[C:10]([CH2:11][NH:12][C:13](=[O:33])[CH:14]([C:16]2[CH:30]=[CH:29][C:19]([CH2:20][NH:21]C(=O)OC(C)(C)C)=[C:18]([O:31][CH3:32])[CH:17]=2)[CH3:15])=[CH:9][CH:8]=[C:7]([C:34]([F:37])([F:36])[F:35])[N:6]=1)([CH3:3])[CH3:2].FC(F)(F)C(O)=O.C([O-])(O)=O.[Na+]. Product: [NH2:21][CH2:20][C:19]1[CH:29]=[CH:30][C:16]([CH:14]([CH3:15])[C:13]([NH:12][CH2:11][C:10]2[C:5]([O:4][CH:1]([CH3:3])[CH3:2])=[N:6][C:7]([C:34]([F:36])([F:37])[F:35])=[CH:8][CH:9]=2)=[O:33])=[CH:17][C:18]=1[O:31][CH3:32]. The catalyst class is: 4. (9) Reactant: [Cl:1]C(OC(Cl)C)=O.C([N:21]1[CH2:24][C:23]2([CH2:29][N:28]([C:30]([C:32]3[S:33][C:34]([CH3:37])=[CH:35][CH:36]=3)=[O:31])[CH2:27][CH2:26][O:25]2)[CH2:22]1)(C1C=CC=CC=1)C1C=CC=CC=1. Product: [ClH:1].[CH3:37][C:34]1[S:33][C:32]([C:30]([N:28]2[CH2:29][C:23]3([CH2:22][NH:21][CH2:24]3)[O:25][CH2:26][CH2:27]2)=[O:31])=[CH:36][CH:35]=1. The catalyst class is: 10. (10) Reactant: [CH3:1][O:2][C:3]1[CH:4]=[C:5]2[C:10](=[CH:11][C:12]=1[O:13][CH3:14])[N:9]=[CH:8][CH:7]=[C:6]2[O:15][C:16]1[C:22]([CH3:23])=[CH:21][C:19]([NH2:20])=[C:18]([CH3:24])[CH:17]=1.C(N(CC)CC)C.ClC(Cl)(O[C:36](=[O:42])OC(Cl)(Cl)Cl)Cl.[N:44]1([CH2:49][CH2:50][NH2:51])[CH2:48][CH2:47][CH2:46][CH2:45]1. Product: [CH3:1][O:2][C:3]1[CH:4]=[C:5]2[C:10](=[CH:11][C:12]=1[O:13][CH3:14])[N:9]=[CH:8][CH:7]=[C:6]2[O:15][C:16]1[C:22]([CH3:23])=[CH:21][C:19]([NH:20][C:36]([NH:51][CH2:50][CH2:49][N:44]2[CH2:48][CH2:47][CH2:46][CH2:45]2)=[O:42])=[C:18]([CH3:24])[CH:17]=1. The catalyst class is: 146.